Dataset: Full USPTO retrosynthesis dataset with 1.9M reactions from patents (1976-2016). Task: Predict the reactants needed to synthesize the given product. (1) Given the product [CH2:22]([S:29][C:30]1[CH:31]=[C:32]2[C:33](=[CH:34][CH:35]=1)[CH:5]([C:4]1[CH:7]=[CH:8][C:9]([C:11]([F:14])([F:13])[F:12])=[CH:10][C:3]=1[O:2][CH3:1])[NH:38][CH2:37][CH2:36]2)[C:23]1[CH:24]=[CH:25][CH:26]=[CH:27][CH:28]=1, predict the reactants needed to synthesize it. The reactants are: [CH3:1][O:2][C:3]1[CH:10]=[C:9]([C:11]([F:14])([F:13])[F:12])[CH:8]=[CH:7][C:4]=1[CH:5]=O.[O-]S([O-])(=O)=O.[Mg+2].Br.[CH2:22]([S:29][C:30]1[CH:31]=[C:32]([CH2:36][CH2:37][NH2:38])[CH:33]=[CH:34][CH:35]=1)[C:23]1[CH:28]=[CH:27][CH:26]=[CH:25][CH:24]=1.C(N(CC)CC)C. (2) The reactants are: [CH2:1]1[O:10][C:4]([CH2:6][CH2:7][CH2:8]Cl)([CH3:5])[O:3][CH2:2]1.[F:11][C:12]([F:42])([F:41])[C:13]1[CH:14]=[C:15]([CH:34]=[C:35]([C:37]([F:40])([F:39])[F:38])[CH:36]=1)[C:16]([N:18]1[CH2:23][CH2:22][NH:21][CH2:20][C@H:19]1[CH2:24][C:25]1[C:33]2[C:28](=[CH:29][CH:30]=[CH:31][CH:32]=2)[NH:27][CH:26]=1)=[O:17].C(N(C(C)C)CC)(C)C.CN(C)C=O. Given the product [F:40][C:37]([F:38])([F:39])[C:35]1[CH:34]=[C:15]([CH:14]=[C:13]([C:12]([F:11])([F:41])[F:42])[CH:36]=1)[C:16]([N:18]1[CH2:23][CH2:22][N:21]([CH2:8][CH2:7][CH2:6][C:4]2([CH3:5])[O:10][CH2:1][CH2:2][O:3]2)[CH2:20][C@H:19]1[CH2:24][C:25]1[C:33]2[C:28](=[CH:29][CH:30]=[CH:31][CH:32]=2)[NH:27][CH:26]=1)=[O:17], predict the reactants needed to synthesize it.